From a dataset of hERG Central: cardiac toxicity at 1µM, 10µM, and general inhibition. Predict hERG channel inhibition at various concentrations. (1) The compound is CCOC(=O)c1c(NC(=O)CSc2nnnn2-c2ccccc2)sc2c1CC(C)(C)NC2(C)C. Results: hERG_inhib (hERG inhibition (general)): blocker. (2) The molecule is CN(Cc1ccc(F)cc1Cl)S(=O)(=O)c1cccs1. Results: hERG_inhib (hERG inhibition (general)): blocker. (3) The compound is CCOc1ccc(N2CC(C(=O)Nc3ccccc3C(=O)NC3CC3)CC2=O)cc1. Results: hERG_inhib (hERG inhibition (general)): blocker.